The task is: Predict which catalyst facilitates the given reaction.. This data is from Catalyst prediction with 721,799 reactions and 888 catalyst types from USPTO. (1) Reactant: [NH2:1][C:2]1[C:7]([CH3:8])=[CH:6][C:5]([OH:9])=[C:4]([CH3:10])[CH:3]=1.[OH-].[Na+].[Cl:13][C:14]1[N:19]=[C:18](Cl)[CH:17]=[CH:16][N:15]=1. Product: [Cl:13][C:14]1[N:19]=[C:18]([O:9][C:5]2[C:4]([CH3:10])=[CH:3][C:2]([NH2:1])=[C:7]([CH3:8])[CH:6]=2)[CH:17]=[CH:16][N:15]=1. The catalyst class is: 283. (2) Reactant: [H-].[Na+].[CH2:3]([O:5][C:6](=[O:14])[C:7]1[CH:12]=[CH:11][C:10]([OH:13])=[CH:9][CH:8]=1)[CH3:4].[Br:15][CH2:16][CH2:17][CH2:18][CH2:19][CH2:20][CH2:21][CH2:22][CH2:23][CH2:24][CH2:25]Br. Product: [CH2:3]([O:5][C:6](=[O:14])[C:7]1[CH:12]=[CH:11][C:10]([O:13][CH2:25][CH2:24][CH2:23][CH2:22][CH2:21][CH2:20][CH2:19][CH2:18][CH2:17][CH2:16][Br:15])=[CH:9][CH:8]=1)[CH3:4]. The catalyst class is: 3. (3) Reactant: [NH2:1][C:2]1[CH:11]=[CH:10][CH:9]=[C:8]2[C:3]=1[CH:4]=[CH:5][N:6]=[CH:7]2.F[P-](F)(F)(F)(F)F.Cl[CH:20]1[N:24]([CH3:25])[CH2:23][CH2:22][NH+:21]1[CH3:26]. Product: [CH3:26][N:21]1[CH2:22][CH2:23][N:24]([CH3:25])[C:20]1=[N:1][C:2]1[CH:11]=[CH:10][CH:9]=[C:8]2[C:3]=1[CH:4]=[CH:5][N:6]=[CH:7]2. The catalyst class is: 26. (4) Reactant: [N:1](/[C:4](=[CH:9]\[C:10]1[CH:15]=[CH:14][C:13]([O:16][CH2:17][C:18]2[CH:23]=[CH:22][CH:21]=[CH:20][CH:19]=2)=[C:12]([N+:24]([O-:26])=[O:25])[CH:11]=1)/[C:5]([O:7][CH3:8])=[O:6])=[N+]=[N-]. Product: [CH2:17]([O:16][C:13]1[CH:14]=[C:15]2[C:10]([CH:9]=[C:4]([C:5]([O:7][CH3:8])=[O:6])[NH:1]2)=[CH:11][C:12]=1[N+:24]([O-:26])=[O:25])[C:18]1[CH:23]=[CH:22][CH:21]=[CH:20][CH:19]=1. The catalyst class is: 113. (5) Reactant: [C:1]([O:5][C:6](=[O:52])[N:7]([CH2:17][CH:18]([OH:51])[CH:19]([NH:36][C:37](=[O:50])[CH2:38][NH:39]C(OCC1C=CC=CC=1)=O)[CH2:20][C:21]1[CH:26]=[C:25]([F:27])[CH:24]=[C:23]([O:28]CC2C=CC=CC=2)[CH:22]=1)[CH2:8][C:9]1[CH:14]=[CH:13][CH:12]=[C:11]([CH2:15][CH3:16])[CH:10]=1)([CH3:4])([CH3:3])[CH3:2]. Product: [C:1]([O:5][C:6](=[O:52])[N:7]([CH2:17][CH:18]([OH:51])[CH:19]([NH:36][C:37](=[O:50])[CH2:38][NH2:39])[CH2:20][C:21]1[CH:22]=[C:23]([OH:28])[CH:24]=[C:25]([F:27])[CH:26]=1)[CH2:8][C:9]1[CH:14]=[CH:13][CH:12]=[C:11]([CH2:15][CH3:16])[CH:10]=1)([CH3:2])([CH3:3])[CH3:4]. The catalyst class is: 19. (6) Reactant: [F:1][C:2]1([F:25])[CH2:7][CH2:6][N:5]([C:8]([C:10]2[N:11]=[C:12]([C:15]([N:17](C(=O)C(O)(C)C)[NH2:18])=[O:16])[S:13][CH:14]=2)=[O:9])[CH2:4][CH2:3]1.Br[C:27]1[CH:32]=[CH:31][C:30]([S:33]([NH:36][C@@H:37]([CH3:42])[C:38]([F:41])([F:40])[F:39])(=[O:35])=[O:34])=[C:29]([F:43])[C:28]=1[Cl:44].[C:45](O)(=O)[C:46]([CH3:49])(C)[CH3:47].C([O-])(=[O:54])C.[K+]. Product: [Cl:44][C:28]1[C:29]([F:43])=[C:30]([S:33]([NH:36][C@@H:37]([CH3:42])[C:38]([F:41])([F:40])[F:39])(=[O:35])=[O:34])[CH:31]=[CH:32][C:27]=1[C:14]1[S:13][C:12]([C:15]2[O:16][C:45]([C:46]([OH:54])([CH3:49])[CH3:47])=[N:18][N:17]=2)=[N:11][C:10]=1[C:8]([N:5]1[CH2:4][CH2:3][C:2]([F:1])([F:25])[CH2:7][CH2:6]1)=[O:9]. The catalyst class is: 318. (7) Reactant: [NH2:1][C:2]1[S:3][CH:4]=[C:5]([C:7]2[CH:12]=[CH:11][CH:10]=[C:9]([CH3:13])[CH:8]=2)[N:6]=1.[Cl:14][C:15]1[CH:23]=[CH:22][C:21]([N+:24]([O-:26])=[O:25])=[CH:20][C:16]=1[C:17](O)=[O:18].C1N=CN(C(N2C=NC=C2)=O)C=1. Product: [CH3:13][C:9]1[CH:8]=[C:7]([C:5]2[N:6]=[C:2]([NH:1][C:17]([C:16]3[CH:20]=[C:21]([N+:24]([O-:26])=[O:25])[CH:22]=[CH:23][C:15]=3[Cl:14])=[O:18])[S:3][CH:4]=2)[CH:12]=[CH:11][CH:10]=1. The catalyst class is: 1. (8) Reactant: [F:1][C:2]1[CH:29]=[CH:28][C:5]([CH2:6][NH:7][C:8]([N:10]2[CH2:15][CH2:14][N:13]([C:16]3[CH:17]=[N:18][CH:19]=[CH:20][C:21]=3[N:22]3[CH:26]=[C:25]([CH3:27])[CH:24]=[N:23]3)[CH2:12][CH2:11]2)=[O:9])=[CH:4][CH:3]=1.C1OCCOCCOCCOCCOC1.[H-].[Na+].CC1C=CC(S(O[CH2:58][CH2:59][F:60])(=O)=O)=CC=1.[Cl-].[NH4+]. Product: [F:1][C:2]1[CH:29]=[CH:28][C:5]([CH2:6][N:7]([CH2:58][CH2:59][F:60])[C:8]([N:10]2[CH2:15][CH2:14][N:13]([C:16]3[CH:17]=[N:18][CH:19]=[CH:20][C:21]=3[N:22]3[CH:26]=[C:25]([CH3:27])[CH:24]=[N:23]3)[CH2:12][CH2:11]2)=[O:9])=[CH:4][CH:3]=1. The catalyst class is: 1. (9) Reactant: [CH:1]1([CH2:4][N:5]2[CH2:11][CH:10]([N:12](CC3C=CC=CC=3)CC3C=CC=CC=3)[CH2:9][CH2:8][CH2:7][C:6]2=[O:27])[CH2:3][CH2:2]1. Product: [NH2:12][CH:10]1[CH2:11][N:5]([CH2:4][CH:1]2[CH2:2][CH2:3]2)[C:6](=[O:27])[CH2:7][CH2:8][CH2:9]1. The catalyst class is: 19. (10) Reactant: [C:1]1([N:7]2[C:12](=[O:13])[C:11]3[S:14][CH:15]=[C:16]([C:17]4[CH:22]=[CH:21][CH:20]=[CH:19][CH:18]=4)[C:10]=3[N:9]=[CH:8]2)C=[CH:5][CH:4]=[CH:3][CH:2]=1.NC1C(C2C=CC=CC=2)=CSC=1C(OC)=[O:36].C(OCC)(OCC)OCC.O1CCC[C@@H]1CN. Product: [C:17]1([C:16]2[C:10]3[N:9]=[CH:8][N:7]([CH2:1][C@H:2]4[CH2:3][CH2:4][CH2:5][O:36]4)[C:12](=[O:13])[C:11]=3[S:14][CH:15]=2)[CH:22]=[CH:21][CH:20]=[CH:19][CH:18]=1. The catalyst class is: 15.